This data is from Forward reaction prediction with 1.9M reactions from USPTO patents (1976-2016). The task is: Predict the product of the given reaction. (1) The product is: [Cl:1][C:2]1[CH:7]=[C:6]([F:8])[CH:5]=[CH:4][C:3]=1[C@@H:9]1[CH2:23][C:13]2[N:14]=[C:15]([C:17]3[CH:22]=[CH:21][CH:20]=[CH:19][N:18]=3)[O:16][C:12]=2[CH2:11][CH2:10]1. Given the reactants [Cl:1][C:2]1[CH:7]=[C:6]([F:8])[CH:5]=[CH:4][C:3]=1[CH:9]1[CH2:23][C:13]2[N:14]=[C:15]([C:17]3[CH:22]=[CH:21][CH:20]=[CH:19][N:18]=3)[O:16][C:12]=2[CH2:11][CH2:10]1.C(=O)=O.C(N)(C)C, predict the reaction product. (2) Given the reactants [Cl:1][C:2]1[CH:7]=[C:6]([C:8]2[N:9]=[C:10](O)[C:11]3[C:17]([O:18][CH3:19])=[CH:16][N:15]=[CH:14][C:12]=3[N:13]=2)[CH:5]=[CH:4][N:3]=1.C(N(CC)CC)C.C(C1C=C(C(C)C)C=C(C(C)C)C=1S(Cl)(=O)=O)(C)C.[C:47]([N:54]1[CH2:59][CH2:58][NH:57][CH2:56][CH2:55]1)([O:49][C:50]([CH3:53])([CH3:52])[CH3:51])=[O:48], predict the reaction product. The product is: [C:50]([O:49][C:47]([N:54]1[CH2:59][CH2:58][N:57]([C:10]2[C:11]3[C:17]([O:18][CH3:19])=[CH:16][N:15]=[CH:14][C:12]=3[N:13]=[C:8]([C:6]3[CH:5]=[CH:4][N:3]=[C:2]([Cl:1])[CH:7]=3)[N:9]=2)[CH2:56][CH2:55]1)=[O:48])([CH3:53])([CH3:51])[CH3:52].